The task is: Regression. Given two drug SMILES strings and cell line genomic features, predict the synergy score measuring deviation from expected non-interaction effect.. This data is from NCI-60 drug combinations with 297,098 pairs across 59 cell lines. (1) Drug 1: C1=CC(=CC=C1CC(C(=O)O)N)N(CCCl)CCCl.Cl. Drug 2: C1=CC(=CC=C1CCCC(=O)O)N(CCCl)CCCl. Cell line: NCIH23. Synergy scores: CSS=49.0, Synergy_ZIP=-4.66, Synergy_Bliss=-2.26, Synergy_Loewe=-1.56, Synergy_HSA=-0.678. (2) Drug 1: C1CN1C2=NC(=NC(=N2)N3CC3)N4CC4. Drug 2: COCCOC1=C(C=C2C(=C1)C(=NC=N2)NC3=CC=CC(=C3)C#C)OCCOC.Cl. Cell line: TK-10. Synergy scores: CSS=35.3, Synergy_ZIP=-8.98, Synergy_Bliss=-3.90, Synergy_Loewe=-2.66, Synergy_HSA=1.41. (3) Drug 1: C1=NC2=C(N1)C(=S)N=C(N2)N. Drug 2: CC(C)NC(=O)C1=CC=C(C=C1)CNNC.Cl. Cell line: HCC-2998. Synergy scores: CSS=22.3, Synergy_ZIP=-0.187, Synergy_Bliss=-0.807, Synergy_Loewe=-32.6, Synergy_HSA=-2.00. (4) Drug 1: C1CC(=O)NC(=O)C1N2CC3=C(C2=O)C=CC=C3N. Drug 2: C1C(C(OC1N2C=C(C(=O)NC2=O)F)CO)O. Cell line: OVCAR-5. Synergy scores: CSS=10.8, Synergy_ZIP=-8.04, Synergy_Bliss=-9.30, Synergy_Loewe=-9.47, Synergy_HSA=-6.32. (5) Drug 1: COC1=NC(=NC2=C1N=CN2C3C(C(C(O3)CO)O)O)N. Drug 2: C1=NC2=C(N=C(N=C2N1C3C(C(C(O3)CO)O)F)Cl)N. Cell line: HOP-62. Synergy scores: CSS=24.8, Synergy_ZIP=-1.10, Synergy_Bliss=1.45, Synergy_Loewe=-21.0, Synergy_HSA=5.74. (6) Drug 1: C1=CC(=CC=C1CCC2=CNC3=C2C(=O)NC(=N3)N)C(=O)NC(CCC(=O)O)C(=O)O. Drug 2: C1CCC(CC1)NC(=O)N(CCCl)N=O. Cell line: SNB-75. Synergy scores: CSS=30.3, Synergy_ZIP=-5.96, Synergy_Bliss=-2.88, Synergy_Loewe=1.82, Synergy_HSA=2.33.